This data is from Forward reaction prediction with 1.9M reactions from USPTO patents (1976-2016). The task is: Predict the product of the given reaction. (1) Given the reactants [OH:1][C:2]1[CH:10]=[C:6]([C:7]([OH:9])=O)[C:5]([NH2:11])=[CH:4][CH:3]=1.Cl.CN(C)CCCN=C=NCC.O.ON1C2C=CC=CC=2N=N1.Cl.[NH2:36][CH2:37][C:38]([NH:40][CH:41]([CH3:43])[CH3:42])=[O:39].C(N(CC)C(C)C)(C)C, predict the reaction product. The product is: [NH2:11][C:5]1[CH:4]=[CH:3][C:2]([OH:1])=[CH:10][C:6]=1[C:7]([NH:36][CH2:37][C:38](=[O:39])[NH:40][CH:41]([CH3:43])[CH3:42])=[O:9]. (2) Given the reactants Br[C:2]1[C:3]([N:22]2[CH2:26][C@H:25]([OH:27])[C@@H:24]([OH:28])[CH2:23]2)=[N:4][CH:5]=[C:6]([CH:21]=1)[C:7]([NH:9][C:10]1[CH:15]=[CH:14][C:13]([O:16][C:17]([F:20])([F:19])[F:18])=[CH:12][CH:11]=1)=[O:8].[N:29]1[CH:34]=[CH:33][CH:32]=[C:31](B(O)O)[CH:30]=1, predict the reaction product. The product is: [OH:28][C@@H:24]1[C@@H:25]([OH:27])[CH2:26][N:22]([C:3]2[C:2]([C:31]3[CH:30]=[N:29][CH:34]=[CH:33][CH:32]=3)=[CH:21][C:6]([C:7]([NH:9][C:10]3[CH:15]=[CH:14][C:13]([O:16][C:17]([F:20])([F:19])[F:18])=[CH:12][CH:11]=3)=[O:8])=[CH:5][N:4]=2)[CH2:23]1. (3) Given the reactants [Cl:1][C:2]1[CH:7]=[C:6]([C:8]2[CH:9]=[N:10][NH:11][CH:12]=2)[CH:5]=[CH:4][C:3]=1[C:13]1[S:17][C:16]([N:18]2[CH2:22][C@H:21]3[CH2:23][N:24](C(OC(C)(C)C)=O)[CH2:25][C@H:20]3[CH2:19]2)=[N:15][N:14]=1.Cl, predict the reaction product. The product is: [ClH:1].[Cl:1][C:2]1[CH:7]=[C:6]([C:8]2[CH:9]=[N:10][NH:11][CH:12]=2)[CH:5]=[CH:4][C:3]=1[C:13]1[S:17][C:16]([N:18]2[CH2:19][C@@H:20]3[C@@H:21]([CH2:23][NH:24][CH2:25]3)[CH2:22]2)=[N:15][N:14]=1. (4) Given the reactants [Cl:1][C:2]1[CH:3]=[CH:4][C:5]([C:40]#[N:41])=[C:6]([C:8]2[C:9]([C:30]([O:32]CC3C=CC=CC=3)=[O:31])=[CH:10][N:11]([CH:15]([CH2:28][CH3:29])[C:16](=[O:27])[NH:17][C:18]3[CH:23]=[CH:22][N:21]4[N:24]=[CH:25][CH:26]=[C:20]4[CH:19]=3)[C:12](=[O:14])[CH:13]=2)[CH:7]=1, predict the reaction product. The product is: [Cl:1][C:2]1[CH:3]=[CH:4][C:5]([C:40]#[N:41])=[C:6]([C:8]2[C:9]([C:30]([OH:32])=[O:31])=[CH:10][N:11]([CH:15]([CH2:28][CH3:29])[C:16](=[O:27])[NH:17][C:18]3[CH:23]=[CH:22][N:21]4[N:24]=[CH:25][CH:26]=[C:20]4[CH:19]=3)[C:12](=[O:14])[CH:13]=2)[CH:7]=1. (5) Given the reactants [CH2:1]([O:5][CH2:6][CH2:7][O:8][C:9]1[CH:14]=[CH:13][C:12]([C:15]2[CH:16]=[CH:17][C:18]3[N:24](C(=O)C(F)(F)F)[CH2:23][CH2:22][C:21]([C:31]([NH:33][C:34]4[CH:39]=[CH:38][C:37]([CH:40]([OH:48])[C:41]5[CH:46]=[CH:45][CH:44]=[CH:43][N+:42]=5[O-:47])=[C:36]([Cl:49])[CH:35]=4)=[O:32])=[CH:20][C:19]=3[CH:50]=2)=[CH:11][CH:10]=1)[CH2:2][CH2:3][CH3:4].[BH4-].[Na+], predict the reaction product. The product is: [CH2:1]([O:5][CH2:6][CH2:7][O:8][C:9]1[CH:10]=[CH:11][C:12]([C:15]2[CH:16]=[CH:17][C:18]3[NH:24][CH2:23][CH2:22][C:21]([C:31]([NH:33][C:34]4[CH:39]=[CH:38][C:37]([CH:40]([OH:48])[C:41]5[CH:46]=[CH:45][CH:44]=[CH:43][N+:42]=5[O-:47])=[C:36]([Cl:49])[CH:35]=4)=[O:32])=[CH:20][C:19]=3[CH:50]=2)=[CH:13][CH:14]=1)[CH2:2][CH2:3][CH3:4]. (6) The product is: [OH:28][C:14]1[CH:19]=[CH:18][C:17]([O:20][CH3:21])=[CH:16][C:15]=1[C:6]([C:5]1[CH:9]=[CH:10][C:2]([I:1])=[CH:3][CH:4]=1)=[O:7]. Given the reactants [I:1][C:2]1[CH:10]=[CH:9][C:5]([C:6](Cl)=[O:7])=[CH:4][CH:3]=1.C([C:14]1[CH:19]=[CH:18][C:17]([O:20][CH3:21])=[CH:16][CH:15]=1)(C)C.[Cl-].[Al+3].[Cl-].[Cl-].CC[O:28]C(C)=O, predict the reaction product.